From a dataset of Antibody paratope prediction from SAbDab with 1,023 antibody chains. Token-level Classification. Given an antibody amino acid sequence, predict which amino acid positions are active in antigen binding. Output is a list of indices for active paratope positions. (1) Given the antibody sequence: QVQLVQSGAEVKRPGSSVTVSCKASGGSFSTYALSWVRQAPGRGLEWMGGVIPLLTITNYAPRFQGRITITADRSTSTAYLELNSLRPEDTAVYYCAREGTTGAGWLGKPIGAFAHWGQGTLVTVSS, which amino acid positions are active in antigen binding (paratope)? The paratope positions are: [52, 83, 84, 85, 104, 105, 106, 107, 108, 109, 110, 111, 112, 113]. (2) Given the antibody sequence: EVQLVESGGGLVQPGGSLRLSCAASGFNLSSSYMHWVRQAPGKGLEWVASISSSYGSTYYADSVKGRFTISADTSKNTAYLQMNSLRAEDTAVYYCARTVRGSKKPYFSGWAMDYWGQGTLVTVSS, which amino acid positions are active in antigen binding (paratope)? The paratope positions are: [52, 83, 84, 85, 104, 105, 106, 107, 108, 109, 110, 111, 112]. (3) Given the antibody sequence: EVQLVESGGGLVQPGGSLRLSCAASGFTISGYGIHWVRQAPGKGLEWVAYIYPDSGYTDYADSVKGRFTISADTSKNTAYLQMNSLRAEDTAVYYCAREDFRNRRRLWYVMDYWGQGTLVTVSS, which amino acid positions are active in antigen binding (paratope)? The paratope positions are: [52, 83, 84, 85, 104, 105, 106, 107, 108, 109, 110]. (4) Given the antibody sequence: DVQLQESGPGLVKPSQSLSLTCTVTGYSITSNYAWNWIRQFPGNKLEWMGFISSYGTTTYNPSLKSRFSITRDTSKNQFFLQLHSVTIEDTGTYFCTREGDYWGQGTTLTVSS, which amino acid positions are active in antigen binding (paratope)? The paratope positions are: [31, 53, 83, 84, 85]. (5) Given the antibody sequence: EVQLVESGGGVVPPGRSLRLSCATSGFTFSNYGMHWVRQAPGKGLEWVAIIWYDGSRNFYAASVEGRFTISRDNSKNTLYLQMNSLRVEDTAVYYCARAAYYDTSGYGDYWGQGTLVTVSS, which amino acid positions are active in antigen binding (paratope)? The paratope positions are: [52, 83, 84, 85, 104, 105, 106, 107]. (6) Given the antibody sequence: EVQLVESGGGVVQPGGSLRLSCAASGFTFSDYDMSWIRQAPGKGLEWVSGILGGSERSYYRDSVKGRFTISRDNSRKTLYLQMNSLRAEDTAVYYCARHGSPGYTLYAWDYWGQGTTVTVSS, which amino acid positions are active in antigen binding (paratope)? The paratope positions are: [52, 83, 84, 85, 104, 105, 106, 107, 108]. (7) Given the antibody sequence: EVQLQQPGAELVRPGASVKLSCKASGYTFTSYWMNWVKQRPGQGLECIGMIHPSDGETRLNQKFKDKATLTLDKSSSTAYMQLSSPTSEDSAVYYCTTHFDYWGQGTTLTVSS, which amino acid positions are active in antigen binding (paratope)? The paratope positions are: [52, 83, 84, 85].